Task: Predict the reaction yield, written as a fraction of the theoretical maximum amount of product (1.0 means a 100% yield; for example, 0.34 means a 34% yield).. Dataset: Reaction yield outcomes from USPTO patents with 853,638 reactions (1) The reactants are [C:1]1([C:23]2[CH:28]=[CH:27][CH:26]=[CH:25][CH:24]=2)[CH:6]=[CH:5][CH:4]=[C:3]([NH:7][C:8](=[O:22])[CH2:9][CH2:10][CH2:11][CH2:12][CH2:13][NH:14]C(=O)OC(C)(C)C)[CH:2]=1.C(O)(C(F)(F)F)=O.C([O-])(O)=O.[Na+]. The catalyst is C(Cl)Cl. The product is [NH2:14][CH2:13][CH2:12][CH2:11][CH2:10][CH2:9][C:8]([NH:7][C:3]1[CH:2]=[C:1]([C:23]2[CH:24]=[CH:25][CH:26]=[CH:27][CH:28]=2)[CH:6]=[CH:5][CH:4]=1)=[O:22]. The yield is 0.980. (2) The reactants are IC1C2C(=NC3C(C=2)=CC=CC=3)C(C(OC)=O)=CC=1.[I:20][C:21]1[CH:34]=[C:33]([C:35]([O:37][CH3:38])=[O:36])[C:32]2[NH:31][C:30]3[C:25](=[CH:26][CH:27]=[CH:28][CH:29]=3)[CH2:24][C:23]=2[CH:22]=1. No catalyst specified. The product is [I:20][C:21]1[CH:34]=[C:33]([C:35]([O:37][CH3:38])=[O:36])[C:32]2[C:23](=[CH:24][C:25]3[C:30]([N:31]=2)=[CH:29][CH:28]=[CH:27][CH:26]=3)[CH:22]=1. The yield is 0.930. (3) The reactants are BrC1C=C[C:5](NCC(OC)=O)=[N:6]C=1.[CH3:14][O:15][C:16]1[CH:17]=[C:18]2[C:22](=[CH:23][CH:24]=1)[N:21]([CH3:25])[CH:20]=[C:19]2[CH:26]=O.CN1C2C(=CC=CC=2)C(C)=C1C=O. No catalyst specified. The product is [CH3:14][O:15][C:16]1[CH:17]=[C:18]2[C:22](=[CH:23][CH:24]=1)[N:21]([CH3:25])[CH:20]=[C:19]2[CH2:26][NH:6][CH3:5]. The yield is 0.980. (4) The reactants are CCN(C(C)C)C(C)C.[C:10](Cl)(=[O:13])[CH2:11][CH3:12].Cl.[NH2:16][CH2:17][C:18]1[CH:23]=[CH:22][C:21]([C:24]([N:26]2[CH2:35][C:34]3[CH:33]=[N:32][N:31]([CH3:36])[C:30]=3[NH:29][C:28]3[CH:37]=[C:38]([Cl:41])[CH:39]=[CH:40][C:27]2=3)=[O:25])=[CH:20][C:19]=1[F:42].C1C(N=NC2C(=O)N(C3C=CC(S([O-])(=O)=O)=CC=3)N=C2C([O-])=O)=CC=C(S([O-])(=O)=O)C=1.[Na+].[Na+].[Na+]. The catalyst is ClCCl. The product is [Cl:41][C:38]1[CH:39]=[CH:40][C:27]2[N:26]([C:24]([C:21]3[CH:22]=[CH:23][C:18]([CH2:17][NH:16][C:10](=[O:13])[CH2:11][CH3:12])=[C:19]([F:42])[CH:20]=3)=[O:25])[CH2:35][C:34]3[CH:33]=[N:32][N:31]([CH3:36])[C:30]=3[NH:29][C:28]=2[CH:37]=1. The yield is 0.560. (5) The reactants are Br[CH2:2][CH2:3][CH2:4][O:5][C:6]1[CH:15]=[C:14]2[C:9]([C:10]([O:16][C:17]3[CH:22]=[CH:21][C:20]([NH:23][C:24]([NH:26][C:27]4[CH:32]=[CH:31][C:30]([F:33])=[CH:29][C:28]=4[F:34])=[O:25])=[C:19]([Cl:35])[CH:18]=3)=[N:11][CH:12]=[N:13]2)=[CH:8][C:7]=1[O:36][CH3:37].C(=O)([O-])[O-].[K+].[K+].[NH:44]1[CH2:49][CH2:48][O:47][CH2:46][CH2:45]1.O. The catalyst is CN(C)C=O. The product is [Cl:35][C:19]1[CH:18]=[C:17]([O:16][C:10]2[C:9]3[C:14](=[CH:15][C:6]([O:5][CH2:4][CH2:3][CH2:2][N:44]4[CH2:49][CH2:48][O:47][CH2:46][CH2:45]4)=[C:7]([O:36][CH3:37])[CH:8]=3)[N:13]=[CH:12][N:11]=2)[CH:22]=[CH:21][C:20]=1[NH:23][C:24]([NH:26][C:27]1[CH:32]=[CH:31][C:30]([F:33])=[CH:29][C:28]=1[F:34])=[O:25]. The yield is 0.890. (6) The catalyst is ClCCl. The reactants are [NH2:1][C:2]1[CH:7]=[CH:6][C:5]([Cl:8])=[CH:4][N:3]=1.N1C=CC=CC=1.[N+:15]([C:18]1[CH:26]=[CH:25][CH:24]=[CH:23][C:19]=1[C:20](Cl)=[O:21])([O-:17])=[O:16]. The yield is 0.790. The product is [Cl:8][C:5]1[CH:6]=[CH:7][C:2]([NH:1][C:20](=[O:21])[C:19]2[CH:23]=[CH:24][CH:25]=[CH:26][C:18]=2[N+:15]([O-:17])=[O:16])=[N:3][CH:4]=1. (7) The reactants are [CH2:1]([N:8]1[C:13](=O)[CH2:12][O:11][CH2:10][C@@:9]1([CH3:25])[C:15]([O:17][CH2:18][C:19]1[CH:24]=[CH:23][CH:22]=[CH:21][CH:20]=1)=[O:16])[C:2]1[CH:7]=[CH:6][CH:5]=[CH:4][CH:3]=1.B. The catalyst is C1COCC1. The product is [CH2:1]([N:8]1[CH2:13][CH2:12][O:11][CH2:10][C@@:9]1([CH3:25])[C:15]([O:17][CH2:18][C:19]1[CH:24]=[CH:23][CH:22]=[CH:21][CH:20]=1)=[O:16])[C:2]1[CH:3]=[CH:4][CH:5]=[CH:6][CH:7]=1. The yield is 0.700. (8) The yield is 0.700. The catalyst is CO.C1C=CC([P]([Pd]([P](C2C=CC=CC=2)(C2C=CC=CC=2)C2C=CC=CC=2)([P](C2C=CC=CC=2)(C2C=CC=CC=2)C2C=CC=CC=2)[P](C2C=CC=CC=2)(C2C=CC=CC=2)C2C=CC=CC=2)(C2C=CC=CC=2)C2C=CC=CC=2)=CC=1. The reactants are [C:1]([O:5][C:6]([N:8]1[C:16]2[C:11](=[CH:12][CH:13]=[CH:14][CH:15]=2)[C:10]([CH2:17][C@H:18]([C:49](=[O:89])[NH:50][C@@H:51]([C:73](=[O:88])[NH:74][C@H:75]([CH:85]([CH3:87])[CH3:86])[C@@H:76]([OH:84])[CH2:77][C:78]([O:80]CC=C)=[O:79])[CH2:52][S:53][C:54]([C:67]2[CH:72]=[CH:71][CH:70]=[CH:69][CH:68]=2)([C:61]2[CH:66]=[CH:65][CH:64]=[CH:63][CH:62]=2)[C:55]2[CH:60]=[CH:59][CH:58]=[CH:57][CH:56]=2)[NH:19][C:20](=[O:48])[CH2:21][C@H:22]([OH:47])/[CH:23]=[CH:24]/[CH2:25][CH2:26][S:27][C:28]([C:41]2[CH:46]=[CH:45][CH:44]=[CH:43][CH:42]=2)([C:35]2[CH:40]=[CH:39][CH:38]=[CH:37][CH:36]=2)[C:29]2[CH:34]=[CH:33][CH:32]=[CH:31][CH:30]=2)=[CH:9]1)=[O:7])([CH3:4])([CH3:3])[CH3:2].N1CCOCC1.CC(O)=O. The product is [C:1]([O:5][C:6]([N:8]1[C:16]2[C:11](=[CH:12][CH:13]=[CH:14][CH:15]=2)[C:10]([CH2:17][C@H:18]([C:49](=[O:89])[NH:50][C@@H:51]([C:73](=[O:88])[NH:74][C@H:75]([CH:85]([CH3:86])[CH3:87])[C@@H:76]([OH:84])[CH2:77][C:78]([OH:80])=[O:79])[CH2:52][S:53][C:54]([C:67]2[CH:68]=[CH:69][CH:70]=[CH:71][CH:72]=2)([C:55]2[CH:60]=[CH:59][CH:58]=[CH:57][CH:56]=2)[C:61]2[CH:66]=[CH:65][CH:64]=[CH:63][CH:62]=2)[NH:19][C:20](=[O:48])[CH2:21][C@H:22]([OH:47])/[CH:23]=[CH:24]/[CH2:25][CH2:26][S:27][C:28]([C:29]2[CH:30]=[CH:31][CH:32]=[CH:33][CH:34]=2)([C:35]2[CH:40]=[CH:39][CH:38]=[CH:37][CH:36]=2)[C:41]2[CH:46]=[CH:45][CH:44]=[CH:43][CH:42]=2)=[CH:9]1)=[O:7])([CH3:2])([CH3:3])[CH3:4]. (9) The reactants are [I-].[CH3:2][S+](C)(C)=O.[H-].[Na+].[NH:9]1[C:17]2[C:12](=[CH:13][C:14](/[CH:18]=[C:19]3/[C:20](=[O:28])[NH:21][C:22]4[C:27]/3=[CH:26][CH:25]=[CH:24][CH:23]=4)=[CH:15][CH:16]=2)[CH:11]=[N:10]1. The catalyst is CN(C=O)C. The product is [NH:9]1[C:17]2[C:12](=[CH:13][C:14]([C@H:18]3[C@@:19]4([C:27]5[C:22](=[CH:23][CH:24]=[CH:25][CH:26]=5)[NH:21][C:20]4=[O:28])[CH2:2]3)=[CH:15][CH:16]=2)[CH:11]=[N:10]1. The yield is 0.180.